The task is: Predict the product of the given reaction.. This data is from Forward reaction prediction with 1.9M reactions from USPTO patents (1976-2016). (1) Given the reactants [C:1]12([C:11]3[CH:16]=[C:15]([C:17]4[CH:22]=[CH:21][C:20]([CH:23]5[O:27][CH2:26][CH2:25][O:24]5)=[CH:19][N:18]=4)[CH:14]=[C:13]([NH2:28])[C:12]=3[OH:29])[CH2:10][CH:5]3[CH2:6][CH:7]([CH2:9][CH:3]([CH2:4]3)[CH2:2]1)[CH2:8]2.N1C=NC=N[CH:31]=1, predict the reaction product. The product is: [C:1]12([C:11]3[C:12]4[O:29][CH:31]=[N:28][C:13]=4[CH:14]=[C:15]([C:17]4[CH:22]=[CH:21][C:20]([CH:23]5[O:27][CH2:26][CH2:25][O:24]5)=[CH:19][N:18]=4)[CH:16]=3)[CH2:8][CH:7]3[CH2:9][CH:3]([CH2:4][CH:5]([CH2:6]3)[CH2:10]1)[CH2:2]2. (2) Given the reactants [F:1][C:2]1[CH:7]=[CH:6][N:5]=[C:4]2[NH:8][CH:9]=[CH:10][C:3]=12.C1COCC1.[C:16]1([S:22](Cl)(=[O:24])=[O:23])[CH:21]=[CH:20][CH:19]=[CH:18][CH:17]=1.[Cl-].[NH4+], predict the reaction product. The product is: [C:16]1([S:22]([N:8]2[C:4]3=[N:5][CH:6]=[CH:7][C:2]([F:1])=[C:3]3[CH:10]=[CH:9]2)(=[O:24])=[O:23])[CH:21]=[CH:20][CH:19]=[CH:18][CH:17]=1. (3) Given the reactants [Cl:1][C:2]1[CH:3]=[C:4]([NH:12][CH:13]2[CH2:18][CH2:17][NH:16][CH2:15][CH2:14]2)[C:5]2[N:6]([C:8]([CH3:11])=[N:9][N:10]=2)[N:7]=1.[C:19](O)(=O)C.C=O.O, predict the reaction product. The product is: [Cl:1][C:2]1[CH:3]=[C:4]([NH:12][CH:13]2[CH2:14][CH2:15][N:16]([CH3:19])[CH2:17][CH2:18]2)[C:5]2[N:6]([C:8]([CH3:11])=[N:9][N:10]=2)[N:7]=1. (4) Given the reactants [OH:1][C@@H:2]1[CH2:6][CH2:5][N:4]([C:7]([O:9][C:10]([CH3:13])([CH3:12])[CH3:11])=[O:8])[CH2:3]1.C(N(CC)CC)C.[CH3:21][S:22](Cl)(=[O:24])=[O:23].O, predict the reaction product. The product is: [CH3:21][S:22]([O:1][C@@H:2]1[CH2:6][CH2:5][N:4]([C:7]([O:9][C:10]([CH3:13])([CH3:12])[CH3:11])=[O:8])[CH2:3]1)(=[O:24])=[O:23].